This data is from Retrosynthesis with 50K atom-mapped reactions and 10 reaction types from USPTO. The task is: Predict the reactants needed to synthesize the given product. (1) Given the product CN(C1CCCCc2c(OCC(=O)O)cccc21)S(=O)(=O)c1ccc(-c2cccc(S(C)(=O)=O)c2)cc1, predict the reactants needed to synthesize it. The reactants are: CN(C1CCCCc2c(OCC(=O)OC(C)(C)C)cccc21)S(=O)(=O)c1ccc(-c2cccc(S(C)(=O)=O)c2)cc1. (2) Given the product CNC(=O)Nc1cccc(-c2cnc3cc(-c4cccc(C(=O)OC)c4)cnn23)c1, predict the reactants needed to synthesize it. The reactants are: CNC(=O)Nc1cccc(B2OC(C)(C)C(C)(C)O2)c1.COC(=O)c1cccc(-c2cnn3c(I)cnc3c2)c1. (3) Given the product C=Cc1ccccc1, predict the reactants needed to synthesize it. The reactants are: C=COC(C)=O. (4) Given the product Cc1c(O)cccc1Oc1ccccc1, predict the reactants needed to synthesize it. The reactants are: COc1ccc(COc2cccc(Oc3ccccc3)c2C)cc1. (5) Given the product CCC1CN(C(Cc2ccc3ccccc3c2)C(=O)NC)CCN1C(=O)C(Cc1ccc(F)cc1)NC(=O)C1CNC1, predict the reactants needed to synthesize it. The reactants are: CCC1CN(C(Cc2ccc3ccccc3c2)C(=O)NC)CCN1C(=O)C(Cc1ccc(F)cc1)NC(=O)C1CN(C(=O)OC(C)(C)C)C1. (6) Given the product CCN1CC[C@@H](N2C(=O)S/C(=C\c3ccc4c(cnn4Cc4ccc(Cl)cc4C(F)(F)F)c3)C2=O)[C@H](F)C1, predict the reactants needed to synthesize it. The reactants are: CC=O.O=C1S/C(=C\c2ccc3c(cnn3Cc3ccc(Cl)cc3C(F)(F)F)c2)C(=O)N1[C@@H]1CCNC[C@H]1F. (7) Given the product COc1ccc(S(=O)(=O)NC(CC(=O)OCc2ccccc2)C(=O)OC(C)(C)C)cc1, predict the reactants needed to synthesize it. The reactants are: CC(C)(C)OC(=O)C(N)CC(=O)OCc1ccccc1.COc1ccc(S(=O)(=O)Cl)cc1. (8) The reactants are: Fc1ccc(-c2cc(Cl)c3sccc3n2)cc1.NCC1CCNCC1. Given the product Fc1ccc(-c2cc(NCC3CCNCC3)c3sccc3n2)cc1, predict the reactants needed to synthesize it.